Dataset: NCI-60 drug combinations with 297,098 pairs across 59 cell lines. Task: Regression. Given two drug SMILES strings and cell line genomic features, predict the synergy score measuring deviation from expected non-interaction effect. (1) Drug 1: CC1=C(C(=O)C2=C(C1=O)N3CC4C(C3(C2COC(=O)N)OC)N4)N. Drug 2: COCCOC1=C(C=C2C(=C1)C(=NC=N2)NC3=CC=CC(=C3)C#C)OCCOC. Cell line: T-47D. Synergy scores: CSS=30.0, Synergy_ZIP=-3.55, Synergy_Bliss=-2.24, Synergy_Loewe=-0.357, Synergy_HSA=2.12. (2) Drug 1: C1CN1C2=NC(=NC(=N2)N3CC3)N4CC4. Drug 2: CN(C(=O)NC(C=O)C(C(C(CO)O)O)O)N=O. Cell line: RPMI-8226. Synergy scores: CSS=47.9, Synergy_ZIP=-2.50, Synergy_Bliss=-6.65, Synergy_Loewe=-48.2, Synergy_HSA=-5.23. (3) Drug 1: C1CCN(CC1)CCOC2=CC=C(C=C2)C(=O)C3=C(SC4=C3C=CC(=C4)O)C5=CC=C(C=C5)O. Drug 2: C#CCC(CC1=CN=C2C(=N1)C(=NC(=N2)N)N)C3=CC=C(C=C3)C(=O)NC(CCC(=O)O)C(=O)O. Cell line: SK-MEL-5. Synergy scores: CSS=-10.0, Synergy_ZIP=6.77, Synergy_Bliss=3.51, Synergy_Loewe=-3.59, Synergy_HSA=-5.58. (4) Drug 1: CNC(=O)C1=CC=CC=C1SC2=CC3=C(C=C2)C(=NN3)C=CC4=CC=CC=N4. Drug 2: CCN(CC)CCCC(C)NC1=C2C=C(C=CC2=NC3=C1C=CC(=C3)Cl)OC. Cell line: SK-OV-3. Synergy scores: CSS=17.4, Synergy_ZIP=-2.69, Synergy_Bliss=5.21, Synergy_Loewe=3.00, Synergy_HSA=3.24. (5) Drug 1: CC(C)NC(=O)C1=CC=C(C=C1)CNNC.Cl. Drug 2: C1CCC(C(C1)N)N.C(=O)(C(=O)[O-])[O-].[Pt+4]. Cell line: K-562. Synergy scores: CSS=29.1, Synergy_ZIP=7.18, Synergy_Bliss=3.66, Synergy_Loewe=-9.98, Synergy_HSA=2.89. (6) Drug 1: C1=CC(=CC=C1C#N)C(C2=CC=C(C=C2)C#N)N3C=NC=N3. Drug 2: C1C(C(OC1N2C=C(C(=O)NC2=O)F)CO)O. Cell line: SNB-19. Synergy scores: CSS=26.8, Synergy_ZIP=-8.11, Synergy_Bliss=-2.79, Synergy_Loewe=-37.1, Synergy_HSA=-4.23. (7) Drug 1: CC1=C(C=C(C=C1)C(=O)NC2=CC(=CC(=C2)C(F)(F)F)N3C=C(N=C3)C)NC4=NC=CC(=N4)C5=CN=CC=C5. Drug 2: C(CCl)NC(=O)N(CCCl)N=O. Cell line: OVCAR-4. Synergy scores: CSS=-1.94, Synergy_ZIP=3.64, Synergy_Bliss=5.59, Synergy_Loewe=-1.00, Synergy_HSA=-0.560. (8) Drug 1: CC1=CC=C(C=C1)C2=CC(=NN2C3=CC=C(C=C3)S(=O)(=O)N)C(F)(F)F. Drug 2: CNC(=O)C1=NC=CC(=C1)OC2=CC=C(C=C2)NC(=O)NC3=CC(=C(C=C3)Cl)C(F)(F)F. Cell line: M14. Synergy scores: CSS=-3.69, Synergy_ZIP=-0.411, Synergy_Bliss=-5.77, Synergy_Loewe=-5.06, Synergy_HSA=-6.49.